From a dataset of Catalyst prediction with 721,799 reactions and 888 catalyst types from USPTO. Predict which catalyst facilitates the given reaction. (1) Reactant: [NH2:1][C@@H:2]([CH2:6][CH3:7])[C:3]([OH:5])=[O:4].C1COCC1.[CH3:13][C:14]([O:17][C:18](O[C:18]([O:17][C:14]([CH3:16])([CH3:15])[CH3:13])=[O:19])=[O:19])([CH3:16])[CH3:15].CCOC(C)=O. The catalyst class is: 74. Product: [C:14]([O:17][C:18]([NH:1][C@@H:2]([CH2:6][CH3:7])[C:3]([OH:5])=[O:4])=[O:19])([CH3:16])([CH3:15])[CH3:13]. (2) Reactant: C(Cl)(C(Cl)=O)=O.CS(C)=O.[CH2:11]([N:18]([CH2:31][CH2:32][N:33]1[CH2:39][CH:38]([OH:40])[C:37]([CH:42]2[CH2:45][CH2:44][CH2:43]2)([OH:41])[C:36]2[CH:46]=[CH:47][CH:48]=[CH:49][C:35]=2[CH2:34]1)[S:19]([C:22]1[CH:27]=[CH:26][CH:25]=[CH:24][C:23]=1[N+:28]([O-:30])=[O:29])(=[O:21])=[O:20])[C:12]1[CH:17]=[CH:16][CH:15]=[CH:14][CH:13]=1.O. Product: [CH2:11]([N:18]([CH2:31][CH2:32][N:33]1[CH2:39][C:38](=[O:40])[C:37]([CH:42]2[CH2:45][CH2:44][CH2:43]2)([OH:41])[C:36]2[CH:46]=[CH:47][CH:48]=[CH:49][C:35]=2[CH2:34]1)[S:19]([C:22]1[CH:27]=[CH:26][CH:25]=[CH:24][C:23]=1[N+:28]([O-:30])=[O:29])(=[O:21])=[O:20])[C:12]1[CH:17]=[CH:16][CH:15]=[CH:14][CH:13]=1. The catalyst class is: 158. (3) Reactant: CS([C:5]1[N:10]=[CH:9][C:8]([C:11]([O:13][CH2:14][CH3:15])=[O:12])=[CH:7][N:6]=1)(=O)=O.[OH-].[NH4+:17]. Product: [NH2:17][C:5]1[N:10]=[CH:9][C:8]([C:11]([O:13][CH2:14][CH3:15])=[O:12])=[CH:7][N:6]=1. The catalyst class is: 10.